Dataset: Merck oncology drug combination screen with 23,052 pairs across 39 cell lines. Task: Regression. Given two drug SMILES strings and cell line genomic features, predict the synergy score measuring deviation from expected non-interaction effect. (1) Drug 1: CC(=O)OC1C(=O)C2(C)C(O)CC3OCC3(OC(C)=O)C2C(OC(=O)c2ccccc2)C2(O)CC(OC(=O)C(O)C(NC(=O)c3ccccc3)c3ccccc3)C(C)=C1C2(C)C. Drug 2: Cc1nc(Nc2ncc(C(=O)Nc3c(C)cccc3Cl)s2)cc(N2CCN(CCO)CC2)n1. Cell line: VCAP. Synergy scores: synergy=34.2. (2) Drug 1: Cn1nnc2c(C(N)=O)ncn2c1=O. Drug 2: NC1CCCCC1N.O=C(O)C(=O)O.[Pt+2]. Cell line: UWB1289. Synergy scores: synergy=-8.15.